This data is from NCI-60 drug combinations with 297,098 pairs across 59 cell lines. The task is: Regression. Given two drug SMILES strings and cell line genomic features, predict the synergy score measuring deviation from expected non-interaction effect. (1) Drug 1: C(=O)(N)NO. Drug 2: CCCCCOC(=O)NC1=NC(=O)N(C=C1F)C2C(C(C(O2)C)O)O. Cell line: BT-549. Synergy scores: CSS=9.84, Synergy_ZIP=-10.5, Synergy_Bliss=-10.7, Synergy_Loewe=-7.98, Synergy_HSA=-6.07. (2) Drug 1: C1CCC(C1)C(CC#N)N2C=C(C=N2)C3=C4C=CNC4=NC=N3. Drug 2: CC12CCC3C(C1CCC2O)C(CC4=C3C=CC(=C4)O)CCCCCCCCCS(=O)CCCC(C(F)(F)F)(F)F. Cell line: BT-549. Synergy scores: CSS=1.23, Synergy_ZIP=1.40, Synergy_Bliss=5.87, Synergy_Loewe=1.97, Synergy_HSA=2.65.